This data is from Reaction yield outcomes from USPTO patents with 853,638 reactions. The task is: Predict the reaction yield, written as a fraction of the theoretical maximum amount of product (1.0 means a 100% yield; for example, 0.34 means a 34% yield). (1) The reactants are [Br:1][C:2]1[CH:3]=[C:4]([CH:18]=[CH:19][CH:20]=1)[CH2:5][CH:6]1[C:10]2[NH:11][C:12]([C:14]([O:16]C)=[O:15])=[CH:13][C:9]=2[CH2:8][CH2:7]1.[OH-].[Li+].CO. The catalyst is C1COCC1. The product is [Br:1][C:2]1[CH:3]=[C:4]([CH:18]=[CH:19][CH:20]=1)[CH2:5][CH:6]1[C:10]2[NH:11][C:12]([C:14]([OH:16])=[O:15])=[CH:13][C:9]=2[CH2:8][CH2:7]1. The yield is 0.100. (2) The reactants are [C:1]([C:4]1[CH:5]=[C:6]2[C:11](=[O:12])[O:10][C:8](=O)[C:7]2=[CH:13][CH:14]=1)([OH:3])=[O:2].[NH2:15][C:16]1[CH:21]=[CH:20][CH:19]=[CH:18][CH:17]=1. The catalyst is C(O)(=O)C. The product is [C:1]([C:4]1[CH:5]=[C:6]2[C:11](=[O:12])[N:15]([C:16]3[CH:21]=[CH:20][CH:19]=[CH:18][CH:17]=3)[C:8](=[O:10])[C:7]2=[CH:13][CH:14]=1)([OH:3])=[O:2]. The yield is 0.900. (3) The reactants are [O:1]1[CH2:5][CH2:4][O:3][CH:2]1[C:6]1[O:10][C:9]([CH2:11][CH:12]=O)=[CH:8][CH:7]=1.[NH2:14][C:15]1[CH:20]=[CH:19][CH:18]=[CH:17][CH:16]=1.O1CCCC1.C(=O)(O)[O-].[Na+]. The catalyst is C(O)(=O)C. The product is [O:3]1[CH2:4][CH2:5][O:1][CH:2]1[C:6]1[O:10][C:9]([CH2:11][CH2:12][NH:14][C:15]2[CH:20]=[CH:19][CH:18]=[CH:17][CH:16]=2)=[CH:8][CH:7]=1. The yield is 0.140.